This data is from Catalyst prediction with 721,799 reactions and 888 catalyst types from USPTO. The task is: Predict which catalyst facilitates the given reaction. (1) Reactant: C[Si]([N-][Si](C)(C)C)(C)C.[Na+].[CH3:11][O:12][C:13](=[O:23])[CH2:14][CH2:15][C:16]1[C:17](=[O:22])[NH:18][CH2:19][CH2:20][CH:21]=1.[CH3:24]Br. Product: [CH3:11][O:12][C:13](=[O:23])[CH2:14][CH2:15][C:16]1[C:17](=[O:22])[N:18]([CH3:24])[CH2:19][CH2:20][CH:21]=1. The catalyst class is: 1. (2) Reactant: [CH3:1][C@H:2]1[CH2:7][O:6][CH2:5][CH2:4][N:3]1[C:8]1[N:13]=[C:12]([C:14]2[CH:19]=[CH:18][C:17]([NH:20][C:21]([O:23]C3C=CC=CC=3)=O)=[CH:16][CH:15]=2)[N:11]=[C:10]([C:30]([O:32][CH3:33])=[O:31])[CH:9]=1.C(N(CC)CC)C.[CH:41]1([NH2:44])[CH2:43][CH2:42]1. Product: [CH:41]1([NH:44][C:21]([NH:20][C:17]2[CH:18]=[CH:19][C:14]([C:12]3[N:11]=[C:10]([C:30]([O:32][CH3:33])=[O:31])[CH:9]=[C:8]([N:3]4[CH2:4][CH2:5][O:6][CH2:7][C@@H:2]4[CH3:1])[N:13]=3)=[CH:15][CH:16]=2)=[O:23])[CH2:43][CH2:42]1. The catalyst class is: 3. (3) Reactant: [CH2:1]([O:8][CH2:9][CH2:10][O:11][CH2:12][CH2:13][OH:14])[C:2]1[CH:7]=[CH:6][CH:5]=[CH:4][CH:3]=1.C(N(CC)CC)C.[C:22](Cl)(=[O:25])[CH:23]=[CH2:24]. Product: [C:22]([O:14][CH2:13][CH2:12][O:11][CH2:10][CH2:9][O:8][CH2:1][C:2]1[CH:7]=[CH:6][CH:5]=[CH:4][CH:3]=1)(=[O:25])[CH:23]=[CH2:24]. The catalyst class is: 1. (4) Reactant: C([O:8][C:9]1[CH:14]=[CH:13][N:12]([C:15]2[CH:16]=[CH:17][C:18]3[N:19]([C:21]([CH3:27])=[C:22]([CH:24]4[CH2:26][CH2:25]4)[N:23]=3)[CH:20]=2)[C:11](=[O:28])[CH:10]=1)C1C=CC=CC=1. Product: [CH:24]1([C:22]2[N:23]=[C:18]3[CH:17]=[CH:16][C:15]([N:12]4[CH:13]=[CH:14][C:9]([OH:8])=[CH:10][C:11]4=[O:28])=[CH:20][N:19]3[C:21]=2[CH3:27])[CH2:26][CH2:25]1. The catalyst class is: 19. (5) Reactant: CC(C[AlH]CC(C)C)C.[C:10]([C:13]1[N:14]=[C:15]2[C:21]3[CH:22]=[C:23]([C:27]#[C:28][C:29]4([OH:38])[CH2:32][CH:31]([C:33](OCC)=[O:34])[CH2:30]4)[C:24]([F:26])=[CH:25][C:20]=3[O:19][CH2:18][CH2:17][N:16]2[CH:39]=1)(=[O:12])[NH2:11]. Product: [F:26][C:24]1[C:23]([C:27]#[C:28][C:29]2([OH:38])[CH2:30][CH:31]([CH2:33][OH:34])[CH2:32]2)=[CH:22][C:21]2[C:15]3[N:16]([CH:39]=[C:13]([C:10]([NH2:11])=[O:12])[N:14]=3)[CH2:17][CH2:18][O:19][C:20]=2[CH:25]=1. The catalyst class is: 7.